From a dataset of Full USPTO retrosynthesis dataset with 1.9M reactions from patents (1976-2016). Predict the reactants needed to synthesize the given product. Given the product [CH:1]1([S:6][CH:7]([C:11]2[CH:16]=[CH:15][C:14]([C:17]([F:20])([F:19])[F:18])=[CH:13][CH:12]=2)[C:8]([NH:21][C:22]2[CH:27]=[CH:26][CH:25]=[CH:24][N:23]=2)=[O:10])[CH2:2][CH2:3][CH2:4][CH2:5]1, predict the reactants needed to synthesize it. The reactants are: [CH:1]1([S:6][CH:7]([C:11]2[CH:16]=[CH:15][C:14]([C:17]([F:20])([F:19])[F:18])=[CH:13][CH:12]=2)[C:8]([OH:10])=O)[CH2:5][CH2:4][CH2:3][CH2:2]1.[NH2:21][C:22]1[CH:27]=[CH:26][CH:25]=[CH:24][N:23]=1.